The task is: Binary Classification. Given a miRNA mature sequence and a target amino acid sequence, predict their likelihood of interaction.. This data is from Experimentally validated miRNA-target interactions with 360,000+ pairs, plus equal number of negative samples. (1) Result: 1 (interaction). The protein sequence of the target gene is MARFWVCVAGAGFFLAFLVLHSRFCGSPVLRNFTFAVSWRTEKILYRLDVGWPKHPEYFTGTTFCVAVDSLNGLVYIGQRGDNIPKILVFTEDGYFLRAWNYTVDTPHGIFAASTLYEQSVWITDVGSGFFGHTVKKYSSFGDLVQVLGTPGKKGTSLNPLQFDNPAELYVEDTGDIYIVDGDGGLNNRLIKLSQDFMILWLHGENGTGPAKFNIPHSVTLDSAGRVWVADRGNKRIQVFDKDTGEWLGAWNNCFTEEGPSSVRFTPDGKYLIVAQLNLSRLSVVAAPPVGSIGECSVIS.... The miRNA is hsa-miR-6859-5p with sequence GAGAGGAACAUGGGCUCAGGACA. (2) The miRNA is hsa-miR-8066 with sequence CAAUGUGAUCUUUUGGAUGUA. The protein sequence of the target gene is MEFEENLKGRADKNFSKMGKKSKKEKKEKKPAVGVFGMFRYADWLDKLCMILGTLAAIIHGTLLPLLMLVFGNMTDSFTKAEASILPSITNQSGPNSTLIISNSSLEEEMAIYAYYYTGIGAGVLIVAYIQVSLWCLAAGRQIHKIRQKFFHAIMNQEIGWFDVHDVGELNTRLTDDVSKINDGIGDKIGMFFQSITTFLAGFIIGFISGWKLTLVILAVSPLIGLSSALWAKVLTSFTNKELQAYAKAGAVAEEVLAAIRTVIAFGGQQKELERYNKNLEEAKNVGIKKAITASISIGI.... Result: 0 (no interaction).